From a dataset of Forward reaction prediction with 1.9M reactions from USPTO patents (1976-2016). Predict the product of the given reaction. Given the reactants [Br:1][C:2]1[N:7]=[C:6]([NH:8][C@H:9]([CH:11]2[CH2:16][CH2:15][O:14][CH2:13][CH2:12]2)[CH3:10])[CH:5]=[CH:4][CH:3]=1.[Cl:17]N1C(=O)CCC1=O, predict the reaction product. The product is: [Br:1][C:2]1[N:7]=[C:6]([NH:8][C@H:9]([CH:11]2[CH2:16][CH2:15][O:14][CH2:13][CH2:12]2)[CH3:10])[CH:5]=[CH:4][C:3]=1[Cl:17].